From a dataset of Full USPTO retrosynthesis dataset with 1.9M reactions from patents (1976-2016). Predict the reactants needed to synthesize the given product. (1) Given the product [Cl:1][C:2]1[N:3]=[C:4]([N:12]2[CH2:17][CH2:16][CH2:15][CH2:14][CH2:13]2)[C:5]2[CH:10]=[CH:9][NH:8][C:6]=2[N:7]=1, predict the reactants needed to synthesize it. The reactants are: [Cl:1][C:2]1[N:3]=[C:4](Cl)[C:5]2[CH:10]=[CH:9][NH:8][C:6]=2[N:7]=1.[NH:12]1[CH2:17][CH2:16][CH2:15][CH2:14][CH2:13]1. (2) Given the product [CH3:1][CH:2]1[C:11]2[C:6](=[N:7][C:8]([C:12]3[CH:17]=[CH:16][CH:15]=[C:14]([C:18]([F:21])([F:19])[F:20])[CH:13]=3)=[CH:9][CH:10]=2)[NH:5][CH2:4][CH2:3]1, predict the reactants needed to synthesize it. The reactants are: [CH3:1][C:2]1[C:11]2[C:6](=[N:7][C:8]([C:12]3[CH:17]=[CH:16][CH:15]=[C:14]([C:18]([F:21])([F:20])[F:19])[CH:13]=3)=[CH:9][CH:10]=2)[NH:5][CH2:4][CH:3]=1. (3) The reactants are: [C:1]([O:5][C:6](=[O:15])[C:7]([CH3:14])([CH3:13])[CH2:8][CH2:9][CH2:10][CH2:11]Br)([CH3:4])([CH3:3])[CH3:2].[I-:16].[Na+]. Given the product [C:1]([O:5][C:6](=[O:15])[C:7]([CH3:14])([CH3:13])[CH2:8][CH2:9][CH2:10][CH2:11][I:16])([CH3:4])([CH3:3])[CH3:2], predict the reactants needed to synthesize it. (4) Given the product [NH2:8][C:9]1[S:13][C:12]([C:14]2[C:15]([F:21])=[CH:16][CH:17]=[CH:18][C:19]=2[F:20])=[N:11][C:10]=1[C:22]([NH:24][C:25]1[CH:26]=[N:27][N:28]([CH3:45])[C:29]=1[N:30]1[CH2:35][C@@H:34]([F:36])[CH2:33][C@H:32]([NH2:37])[CH2:31]1)=[O:23], predict the reactants needed to synthesize it. The reactants are: C(OC([NH:8][C:9]1[S:13][C:12]([C:14]2[C:19]([F:20])=[CH:18][CH:17]=[CH:16][C:15]=2[F:21])=[N:11][C:10]=1[C:22]([NH:24][C:25]1[CH:26]=[N:27][N:28]([CH3:45])[C:29]=1[N:30]1[CH2:35][C@@H:34]([F:36])[CH2:33][C@H:32]([NH:37]C(=O)OC(C)(C)C)[CH2:31]1)=[O:23])=O)(C)(C)C.N. (5) Given the product [NH2:1][C:2]1[O:6][N:5]=[C:4]([C:7]2[CH:12]=[CH:11][CH:10]=[CH:9][C:8]=2[O:13][C:14]([F:15])([F:16])[F:17])[C:3]=1[C:18]([N:43]1[CH2:42][CH2:41][N:40]([C:37]2[CH:36]=[CH:35][C:34]([F:33])=[CH:39][CH:38]=2)[CH2:45][CH2:44]1)=[O:20], predict the reactants needed to synthesize it. The reactants are: [NH2:1][C:2]1[O:6][N:5]=[C:4]([C:7]2[CH:12]=[CH:11][CH:10]=[CH:9][C:8]=2[O:13][C:14]([F:17])([F:16])[F:15])[C:3]=1[C:18]([OH:20])=O.Cl.C(N=C=NCCCN(C)C)C.[F:33][C:34]1[CH:39]=[CH:38][C:37]([N:40]2[CH2:45][CH2:44][NH:43][CH2:42][CH2:41]2)=[CH:36][CH:35]=1.